This data is from Reaction yield outcomes from USPTO patents with 853,638 reactions. The task is: Predict the reaction yield, written as a fraction of the theoretical maximum amount of product (1.0 means a 100% yield; for example, 0.34 means a 34% yield). (1) The reactants are [C:1]([NH:4][C:5]1[C:6](Cl)=[N:7][C:8]([C:11]2[CH:16]=[CH:15][CH:14]=[CH:13][CH:12]=2)=[N:9][CH:10]=1)(=[O:3])[CH3:2].[NH3:18].C(O)(C)C. No catalyst specified. The product is [C:1]([NH:4][C:5]1[C:6]([NH2:18])=[N:7][C:8]([C:11]2[CH:16]=[CH:15][CH:14]=[CH:13][CH:12]=2)=[N:9][CH:10]=1)(=[O:3])[CH3:2]. The yield is 0.707. (2) The reactants are [NH2:1][CH2:2][CH:3]([C@H:12]1[CH2:17][CH2:16][C@H:15]([CH2:18][C:19]([O:21][CH2:22][CH3:23])=[O:20])[CH2:14][CH2:13]1)[NH:4][C:5]([O:7][C:8]([CH3:11])([CH3:10])[CH3:9])=[O:6].[C:24]([O:28][C:29](O[C:29]([O:28][C:24]([CH3:27])([CH3:26])[CH3:25])=[O:30])=[O:30])([CH3:27])([CH3:26])[CH3:25]. The catalyst is C(Cl)Cl. The product is [CH3:9][C:8]([CH3:11])([O:7][C:5](=[O:6])[NH:4][CH:3]([C@H:12]1[CH2:17][CH2:16][C@H:15]([CH2:18][C:19]([O:21][CH2:22][CH3:23])=[O:20])[CH2:14][CH2:13]1)[CH2:2][NH:1][C:29](=[O:30])[O:28][C:24]([CH3:27])([CH3:26])[CH3:25])[CH3:10]. The yield is 0.830. (3) The reactants are C([O:3][C:4](=[O:26])[CH2:5][O:6][N:7]=[C:8]1[C:20]2[C:15](=[N:16][C:17]([C:23](=[O:25])[NH2:24])=[C:18]([C:21]#[N:22])[N:19]=2)[C:14]2[CH:13]=[CH:12][CH:11]=[CH:10][C:9]1=2)C.O[Li].O.Cl. The catalyst is C1COCC1.O. The product is [C:23]([C:17]1[N:16]=[C:15]2[C:14]3[CH:13]=[CH:12][CH:11]=[CH:10][C:9]=3[C:8](=[N:7][O:6][CH2:5][C:4]([OH:26])=[O:3])[C:20]2=[N:19][C:18]=1[C:21]#[N:22])(=[O:25])[NH2:24]. The yield is 0.630. (4) The reactants are [CH2:1]([O:3][C:4](=[O:39])[CH2:5][CH2:6][CH2:7][O:8][C:9]1[CH:14]=[CH:13][CH:12]=[C:11]([CH2:15][CH2:16][CH2:17][CH2:18][CH2:19][CH2:20][O:21][C:22]2[CH:27]=[C:26]([O:28][CH2:29][CH3:30])[CH:25]=[C:24](Br)[CH:23]=2)[C:10]=1[CH2:32][CH2:33][C:34]([O:36][CH2:37][CH3:38])=[O:35])[CH3:2].[Cl:40][C:41]1[CH:46]=[C:45](B(O)O)[CH:44]=[CH:43][N:42]=1.C(=O)([O-])[O-].[Cs+].[Cs+]. The catalyst is C1C=CC(P(C2C=CC=CC=2)[C-]2C=CC=C2)=CC=1.C1C=CC(P(C2C=CC=CC=2)[C-]2C=CC=C2)=CC=1.Cl[Pd]Cl.[Fe+2]. The product is [CH2:1]([O:3][C:4](=[O:39])[CH2:5][CH2:6][CH2:7][O:8][C:9]1[CH:14]=[CH:13][CH:12]=[C:11]([CH2:15][CH2:16][CH2:17][CH2:18][CH2:19][CH2:20][O:21][C:22]2[CH:27]=[C:26]([O:28][CH2:29][CH3:30])[CH:25]=[C:24]([C:45]3[CH:44]=[CH:43][N:42]=[C:41]([Cl:40])[CH:46]=3)[CH:23]=2)[C:10]=1[CH2:32][CH2:33][C:34]([O:36][CH2:37][CH3:38])=[O:35])[CH3:2]. The yield is 0.360. (5) The reactants are [Cl-].O[NH3+:3].[C:4](=[O:7])([O-])[OH:5].[Na+].CS(C)=O.[Si]([O:20][CH2:21][C:22]([CH3:58])([CH3:57])[O:23][C:24]1[CH:29]=[CH:28][C:27]([N:30]2[C:35](=[O:36])[C:34]([CH2:37][C:38]3[CH:43]=[CH:42][C:41]([C:44]4[C:45]([C:50]#[N:51])=[CH:46][CH:47]=[CH:48][CH:49]=4)=[CH:40][CH:39]=3)=[C:33]([CH2:52][CH2:53][CH3:54])[N:32]=[C:31]2[CH2:55][CH3:56])=[CH:26][CH:25]=1)(C(C)(C)C)(C)C. The catalyst is O. The product is [CH2:55]([C:31]1[N:30]([C:27]2[CH:26]=[CH:25][C:24]([O:23][C:22]([CH3:57])([CH3:58])[CH2:21][OH:20])=[CH:29][CH:28]=2)[C:35](=[O:36])[C:34]([CH2:37][C:38]2[CH:43]=[CH:42][C:41]([C:44]3[CH:49]=[CH:48][CH:47]=[CH:46][C:45]=3[C:50]3[NH:3][C:4](=[O:7])[O:5][N:51]=3)=[CH:40][CH:39]=2)=[C:33]([CH2:52][CH2:53][CH3:54])[N:32]=1)[CH3:56]. The yield is 0.720. (6) The reactants are C[O:2][C:3](=O)[C:4]1[CH:9]=[CH:8][C:7]([Br:10])=[C:6]([F:11])[CH:5]=1.[H-].C([Al+]CC(C)C)C(C)C. The catalyst is C1COCC1. The product is [Br:10][C:7]1[CH:8]=[CH:9][C:4]([CH2:3][OH:2])=[CH:5][C:6]=1[F:11]. The yield is 0.920. (7) The reactants are [F:1][C:2]1[CH:8]=[CH:7][C:6]([F:9])=[CH:5][C:3]=1[NH2:4].Br.Br[CH:12]([C:14]1[CH:15]=[C:16]([C:31]([N:33]([CH3:35])[CH3:34])=[O:32])[CH:17]=[C:18]2[C:23]=1[O:22][C:21]([N:24]1[CH2:29][CH2:28][O:27][CH2:26][CH2:25]1)=[CH:20][C:19]2=[O:30])[CH3:13]. No catalyst specified. The product is [F:1][C:2]1[CH:8]=[CH:7][C:6]([F:9])=[CH:5][C:3]=1[NH:4][CH:12]([C:14]1[CH:15]=[C:16]([C:31]([N:33]([CH3:35])[CH3:34])=[O:32])[CH:17]=[C:18]2[C:23]=1[O:22][C:21]([N:24]1[CH2:29][CH2:28][O:27][CH2:26][CH2:25]1)=[CH:20][C:19]2=[O:30])[CH3:13]. The yield is 0.660.